Dataset: Forward reaction prediction with 1.9M reactions from USPTO patents (1976-2016). Task: Predict the product of the given reaction. (1) Given the reactants Br[C:2]1[CH:11]=[C:10]2[C:5]([C:6](=[O:29])[CH:7]=[C:8]([CH3:28])[N:9]2[C:12]2[CH:17]=[C:16]([NH:18][C:19]([O:21][C:22]([CH3:25])([CH3:24])[CH3:23])=[O:20])[C:15]([F:26])=[CH:14][C:13]=2[F:27])=[CH:4][CH:3]=1.[CH3:30][C:31]1[C:35](B2OC(C)(C)C(C)(C)O2)=[C:34]([CH3:45])[O:33][N:32]=1.C(=O)(O)[O-].[Na+].C1(P(C2C=CC=CC=2)C2C=CC=CC=2)C=CC=CC=1, predict the reaction product. The product is: [C:22]([O:21][C:19]([NH:18][C:16]1[C:15]([F:26])=[CH:14][C:13]([F:27])=[C:12]([N:9]2[C:10]3[C:5](=[CH:4][CH:3]=[C:2]([C:35]4[C:31]([CH3:30])=[N:32][O:33][C:34]=4[CH3:45])[CH:11]=3)[C:6](=[O:29])[CH:7]=[C:8]2[CH3:28])[CH:17]=1)=[O:20])([CH3:23])([CH3:24])[CH3:25]. (2) Given the reactants [CH3:1][C:2]1[C:7](B2OC(C)(C)C(C)(C)O2)=[CH:6][N:5]=[CH:4][N:3]=1.C([O-])([O-])=O.[K+].[K+].Br[C:24]1[CH:25]=[C:26]([CH:41]=[CH:42][C:43]=1[N:44]1[CH2:48][C@H:47]([OH:49])[C@@H:46]([OH:50])[CH2:45]1)[C:27]([NH:29][C:30]1[CH:35]=[CH:34][C:33]([O:36][C:37]([Cl:40])([F:39])[F:38])=[CH:32][CH:31]=1)=[O:28], predict the reaction product. The product is: [Cl:40][C:37]([F:38])([F:39])[O:36][C:33]1[CH:32]=[CH:31][C:30]([NH:29][C:27](=[O:28])[C:26]2[CH:25]=[CH:24][C:43]([N:44]3[CH2:45][C@H:46]([OH:50])[C@@H:47]([OH:49])[CH2:48]3)=[C:42]([C:7]3[C:2]([CH3:1])=[N:3][CH:4]=[N:5][CH:6]=3)[CH:41]=2)=[CH:35][CH:34]=1. (3) Given the reactants [NH2:1][C:2]1[C:7]([Br:8])=[CH:6][CH:5]=[CH:4][N:3]=1.O.N1C2C(=CC=C3C=2N=CC=C3)C=CC=1.[C:24](#[N:31])[C:25]1[CH:30]=[CH:29][CH:28]=[CH:27][CH:26]=1, predict the reaction product. The product is: [Br:8][C:7]1[C:2]2[N:3]([N:31]=[C:24]([C:25]3[CH:30]=[CH:29][CH:28]=[CH:27][CH:26]=3)[N:1]=2)[CH:4]=[CH:5][CH:6]=1. (4) Given the reactants [H-].C([Al+]CC(C)C)C(C)C.[C:11]([C:13]1[N:14]=[C:15]([C:21]2[CH:26]=[C:25]([Cl:27])[CH:24]=[C:23]([Cl:28])[C:22]=2[Cl:29])[C:16]([NH2:20])=[N:17][C:18]=1[NH2:19])#N.C[OH:31], predict the reaction product. The product is: [CH:11]([C:13]1[N:14]=[C:15]([C:21]2[CH:26]=[C:25]([Cl:27])[CH:24]=[C:23]([Cl:28])[C:22]=2[Cl:29])[C:16]([NH2:20])=[N:17][C:18]=1[NH2:19])=[O:31]. (5) Given the reactants [CH2:1]([NH:4][C:5]([N:7]1[C:15]2[C:10](=[CH:11][C:12]([O:16][C:17]3[CH:22]=[CH:21][N:20]=[C:19]([NH2:23])[CH:18]=3)=[CH:13][CH:14]=2)[CH:9]=[CH:8]1)=[O:6])[CH2:2][CH3:3].[CH2:24]([N:26]([CH2:29][CH3:30])[CH2:27]C)[CH3:25].ClC(OC1C=CC=CC=1)=[O:33].N1CCCC1, predict the reaction product. The product is: [CH2:1]([NH:4][C:5]([N:7]1[C:15]2[C:10](=[CH:11][C:12]([O:16][C:17]3[CH:22]=[CH:21][N:20]=[C:19]([NH:23][C:27]([N:26]4[CH2:29][CH2:30][CH2:25][CH2:24]4)=[O:33])[CH:18]=3)=[CH:13][CH:14]=2)[CH:9]=[CH:8]1)=[O:6])[CH2:2][CH3:3]. (6) Given the reactants [NH2:1][C:2]1[CH2:7][CH:6]([CH3:8])[CH2:5][C:4](=[O:9])[CH:3]=1, predict the reaction product. The product is: [CH3:4][C:3]1[CH:2]=[CH:7][C:3]2[C:4](=[O:9])[CH2:5][CH:6]([CH3:8])[CH2:7][C:2]=2[N:1]=1. (7) The product is: [Cl:1][C:2]1[CH:7]=[CH:6][C:5]([C:8]2[S:9][C:10]([CH2:13][O:14][C:15]3[CH2:19][CH2:18][C:17](=[O:20])[CH:16]=3)=[CH:11][CH:22]=2)=[CH:4][CH:3]=1. Given the reactants [Cl:1][C:2]1[CH:7]=[CH:6][C:5]([C:8]2[S:9][C:10]([CH2:13][OH:14])=[CH:11]N=2)=[CH:4][CH:3]=1.[C:15]1(=O)[CH2:19][CH2:18][C:17](=[O:20])[CH2:16]1.[C:22]1(P(C2C=CC=CC=2)C2C=CC=CC=2)C=CC=CC=1.CC(OC(/N=N/C(OC(C)C)=O)=O)C, predict the reaction product. (8) The product is: [Cl:1][C:2]1[C:7]([C:8]2[CH:13]=[CH:12][C:11]([F:14])=[CH:10][CH:9]=2)=[CH:6][C:5]([OH:15])=[C:4]([C:22]2[CH:27]=[CH:26][N:25]=[N:24][CH:23]=2)[CH:3]=1. Given the reactants [Cl:1][C:2]1[C:7]([C:8]2[CH:13]=[CH:12][C:11]([F:14])=[CH:10][CH:9]=2)=[CH:6][C:5]([OH:15])=[C:4](I)[CH:3]=1.C([Sn](CCCC)(CCCC)[C:22]1[CH:27]=[CH:26][N:25]=[N:24][CH:23]=1)CCC.[F-].[Cs+], predict the reaction product.